Dataset: Full USPTO retrosynthesis dataset with 1.9M reactions from patents (1976-2016). Task: Predict the reactants needed to synthesize the given product. (1) Given the product [C:1]([C:3]1[CH:4]=[C:5]([F:43])[C:6]([NH:29][C@@H:30]([C:37]2([CH3:42])[CH2:38][CH2:39][CH2:40][CH2:41]2)[CH2:31][C:32]([O:34][CH3:35])=[O:33])=[N:7][C:8]=1[C:9]1[C:17]2[C:12](=[N:13][CH:14]=[C:15]([F:18])[CH:16]=2)[NH:11][CH:10]=1)#[N:2], predict the reactants needed to synthesize it. The reactants are: [C:1]([C:3]1[CH:4]=[C:5]([F:43])[C:6]([NH:29][CH:30]([C:37]2([CH3:42])[CH2:41][CH2:40][CH2:39][CH2:38]2)[CH2:31][C:32]([O:34][CH2:35]C)=[O:33])=[N:7][C:8]=1[C:9]1[C:17]2[C:12](=[N:13][CH:14]=[C:15]([F:18])[CH:16]=2)[N:11](S(C2C=CC(C)=CC=2)(=O)=O)[CH:10]=1)#[N:2].C(C1C=C(F)C(N[C@@H](C2(C)CCCC2)CC(OCC)=O)=NC=1C1C2C(=NC=C(F)C=2)N(S(C2C=CC(C)=CC=2)(=O)=O)C=1)#N.C[O-].[Na+]. (2) Given the product [C:9]([O:41][C:6](=[O:5])[NH:8][C:9]1([C:13]2[CH:18]=[CH:17][C:16]([C:19]3[C:28]([C:29]4[CH:30]=[CH:31][CH:32]=[CH:33][CH:34]=4)=[CH:27][C:26]4[C:25]5=[N:42][NH:43][C:36](=[O:37])[C:24]5([CH3:40])[CH2:23][CH2:22][C:21]=4[N:20]=3)=[CH:15][CH:14]=2)[CH2:12][CH2:11][CH2:10]1)([CH3:13])([CH3:12])[CH3:10], predict the reactants needed to synthesize it. The reactants are: C([O:5][C:6]([NH:8][C:9]1([C:13]2[CH:18]=[CH:17][C:16]([C:19]3[C:28]([C:29]4[CH:34]=[CH:33][CH:32]=[CH:31][CH:30]=4)=[CH:27][C:26]4[C:25](=O)[C:24]([CH3:40])([C:36](OC)=[O:37])[CH2:23][CH2:22][C:21]=4[N:20]=3)=[CH:15][CH:14]=2)[CH2:12][CH2:11][CH2:10]1)=O)(C)(C)C.[OH2:41].[NH2:42][NH2:43]. (3) Given the product [Cl:26][C:23]1[CH:22]=[CH:21][C:20]([C:19]2[S:18](=[O:28])(=[O:27])[NH:17][C:16]([CH3:30])([CH3:29])[C:15]=2[CH2:14][NH:5][CH2:4][CH2:3][F:2])=[CH:25][CH:24]=1, predict the reactants needed to synthesize it. The reactants are: Cl.[F:2][CH2:3][CH2:4][NH2:5].C(N(CC)CC)C.Br[CH2:14][C:15]1[C:16]([CH3:30])([CH3:29])[NH:17][S:18](=[O:28])(=[O:27])[C:19]=1[C:20]1[CH:25]=[CH:24][C:23]([Cl:26])=[CH:22][CH:21]=1. (4) Given the product [CH3:14][C:15]1[N:19]([C:20]2[CH:25]=[CH:24][C:23]([C:26]([F:28])([F:29])[F:27])=[CH:22][N:21]=2)[N:18]=[CH:17][C:16]=1[C:30]([NH:32][C:33]1[CH:34]=[N:35][C:36]([C:40]2[CH2:41][CH2:42][N:43]([C:6](=[O:11])[C:7]([F:8])([F:9])[F:10])[CH2:44][CH:45]=2)=[C:37]([CH3:39])[CH:38]=1)=[O:31], predict the reactants needed to synthesize it. The reactants are: [F:8][C:7]([F:10])([F:9])[C:6](O[C:6](=[O:11])[C:7]([F:10])([F:9])[F:8])=[O:11].[CH3:14][C:15]1[N:19]([C:20]2[CH:25]=[CH:24][C:23]([C:26]([F:29])([F:28])[F:27])=[CH:22][N:21]=2)[N:18]=[CH:17][C:16]=1[C:30]([NH:32][C:33]1[CH:34]=[N:35][C:36]([C:40]2[CH2:41][CH2:42][NH:43][CH2:44][CH:45]=2)=[C:37]([CH3:39])[CH:38]=1)=[O:31].C(N(CC)CC)C.O. (5) The reactants are: [CH2:1]([O:3][C:4](=[O:12])[C:5]1[CH:10]=[CH:9][C:8]([OH:11])=[CH:7][CH:6]=1)[CH3:2].[H+].[B-](F)(F)(F)F.CCOCC.[Br:24]N1C(=O)CCC1=O. Given the product [CH2:1]([O:3][C:4](=[O:12])[C:5]1[CH:10]=[CH:9][C:8]([OH:11])=[C:7]([Br:24])[CH:6]=1)[CH3:2], predict the reactants needed to synthesize it.